Dataset: Forward reaction prediction with 1.9M reactions from USPTO patents (1976-2016). Task: Predict the product of the given reaction. Given the reactants [Br:1][C:2]1[CH:3]=[C:4]([CH2:8][CH:9]([NH:11][CH:12]=O)[CH3:10])[CH:5]=[CH:6][CH:7]=1.C(Cl)(=O)C(Cl)=O, predict the reaction product. The product is: [Br:1][C:2]1[CH:3]=[C:4]2[C:5](=[CH:6][CH:7]=1)[CH:12]=[N:11][CH:9]([CH3:10])[CH2:8]2.[Br:1][C:2]1[CH:7]=[CH:6][CH:5]=[C:4]2[C:3]=1[CH:12]=[N:11][CH:9]([CH3:10])[CH2:8]2.